This data is from Full USPTO retrosynthesis dataset with 1.9M reactions from patents (1976-2016). The task is: Predict the reactants needed to synthesize the given product. (1) Given the product [C:36]([C:32]1[CH:33]=[CH:34][C:35]([CH3:2])=[CH:13][C:14]=1[CH2:15][N:16]1[C:24]2[C:19](=[CH:20][CH:21]=[C:22]([C:25]([F:30])([F:29])[C:26]([OH:28])=[O:27])[CH:23]=2)[C:18]([CH3:31])=[N:17]1)#[N:37], predict the reactants needed to synthesize it. The reactants are: Br[C:2]1C=C2C(C(C)=NN2)=CC=1.Cl[C:13]1[CH:35]=[CH:34][CH:33]=[C:32]([C:36]#[N:37])[C:14]=1[CH2:15][N:16]1[C:24]2[C:19](=[CH:20][CH:21]=[C:22]([C:25]([F:30])([F:29])[C:26]([OH:28])=[O:27])[CH:23]=2)[C:18]([CH3:31])=[N:17]1. (2) Given the product [CH3:1][C:2]1[C:3]([NH:31][CH2:32][C@H:33]([OH:42])[C@@H:34]([OH:41])[C@H:35]([OH:40])[C@H:36]([OH:39])[CH2:37][OH:38])=[CH:4][C:5]2[N:14]([CH2:15][CH2:16][CH2:17][CH2:18][CH2:19][CH2:20][C:21]([OH:23])=[O:22])[C:13]3[C:8]([C:9](=[O:29])[NH:10][C:11](=[O:28])[N:12]=3)=[N:7][C:6]=2[CH:30]=1, predict the reactants needed to synthesize it. The reactants are: [CH3:1][C:2]1[C:3]([NH:31][CH2:32][C@H:33]([OH:42])[C@@H:34]([OH:41])[C@H:35]([OH:40])[C@H:36]([OH:39])[CH2:37][OH:38])=[CH:4][C:5]2[N:14]([CH2:15][CH2:16][CH2:17][CH2:18][CH2:19][CH2:20][C:21]([O:23]C(C)(C)C)=[O:22])[C:13]3[C:8]([C:9](=[O:29])[NH:10][C:11](=[O:28])[N:12]=3)=[N:7][C:6]=2[CH:30]=1. (3) Given the product [CH:10]1[C:11]2[C:12](=[CH:14][C:15]([NH:17][CH2:18][CH2:19][CH2:20][CH2:21][CH2:22][C:23]([NH:44][C:43]3[CH:42]=[CH:41][CH:40]=[CH:39][C:47]=3[NH2:46])=[O:24])=[O:16])[C:13]3[C:5](=[CH:4][CH:3]=[CH:2][CH:1]=3)[C:6]=2[CH:7]=[CH:8][CH:9]=1, predict the reactants needed to synthesize it. The reactants are: [CH:1]1[C:13]2[C:12](=[CH:14][C:15]([NH:17][CH2:18][CH2:19][CH2:20][CH2:21][CH2:22][C:23](O)=[O:24])=[O:16])[C:11]3[C:6](=[CH:7][CH:8]=[CH:9][CH:10]=3)[C:5]=2[CH:4]=[CH:3][CH:2]=1.Cl.C(N=C=NCCCN(C)C)C.O[C:39]1[C:47]2[N:46]=N[NH:44][C:43]=2[CH:42]=[CH:41][CH:40]=1.C(N(CC)CC)C.C1(N)C=CC=CC=1N. (4) The reactants are: [CH3:1][C:2]1[N:6]([CH2:7][C:8]2[CH:13]=[CH:12][CH:11]=[C:10]([N:14]3[CH2:19][CH2:18][CH:17]([S:20]([CH3:23])(=[O:22])=[O:21])[CH2:16][CH2:15]3)[CH:9]=2)[N:5]=[C:4]([C:24]2[O:28][N:27]=[C:26]([C:29]3[CH:34]=[CH:33][C:32]([O:35][C:36]([F:39])([F:38])[F:37])=[CH:31][CH:30]=3)[N:25]=2)[N:3]=1.[CH3:40][S:41]([OH:44])(=[O:43])=[O:42]. Given the product [CH3:40][S:41]([O-:44])(=[O:43])=[O:42].[CH3:1][C:2]1[N:6]([CH2:7][C:8]2[CH:9]=[C:10]([NH+:14]3[CH2:19][CH2:18][CH:17]([S:20]([CH3:23])(=[O:21])=[O:22])[CH2:16][CH2:15]3)[CH:11]=[CH:12][CH:13]=2)[N:5]=[C:4]([C:24]2[O:28][N:27]=[C:26]([C:29]3[CH:30]=[CH:31][C:32]([O:35][C:36]([F:38])([F:37])[F:39])=[CH:33][CH:34]=3)[N:25]=2)[N:3]=1, predict the reactants needed to synthesize it. (5) Given the product [CH:8]1([C:7]2[C:2]([O:19][CH2:18][C:14]3([CH3:13])[CH2:17][O:16][CH2:15]3)=[CH:3][C:4]([C:11]#[N:12])=[N:5][CH:6]=2)[CH2:10][CH2:9]1, predict the reactants needed to synthesize it. The reactants are: Cl[C:2]1[C:7]([CH:8]2[CH2:10][CH2:9]2)=[CH:6][N:5]=[C:4]([C:11]#[N:12])[CH:3]=1.[CH3:13][C:14]1([CH2:18][OH:19])[CH2:17][O:16][CH2:15]1. (6) Given the product [O:29]=[C:23]([CH:16]1[C:15](=[O:22])[C:14]2[N:13]=[C:12]([C:10]3[CH:9]=[N:8][N:7]([C:3]4[CH:2]=[N:1][CH:6]=[CH:5][CH:4]=4)[CH:11]=3)[CH:21]=[CH:20][C:19]=2[CH2:18][CH2:17]1)[C:24]([O:26][CH2:27][CH3:28])=[O:25], predict the reactants needed to synthesize it. The reactants are: [N:1]1[CH:6]=[CH:5][CH:4]=[C:3]([N:7]2[CH:11]=[C:10]([C:12]3[CH:21]=[CH:20][C:19]4[CH2:18][CH2:17][CH2:16][C:15](=[O:22])[C:14]=4[N:13]=3)[CH:9]=[N:8]2)[CH:2]=1.[C:23](OCC)(=[O:29])[C:24]([O:26][CH2:27][CH3:28])=[O:25].[O-]CC.[Na+]. (7) The reactants are: [C:1]1([C@@H:7]([C:12]2[C:20]3[C:15](=[CH:16][C:17]([O:21][CH2:22][CH2:23][CH2:24][NH:25][C:26]4[CH:31]=[CH:30][CH:29]=[CH:28][N:27]=4)=[CH:18][CH:19]=3)[NH:14][CH:13]=2)[CH2:8][C:9]([OH:11])=[O:10])[CH:6]=[CH:5][CH:4]=[CH:3][CH:2]=1.[CH3:32][S:33]([OH:36])(=[O:35])=[O:34]. Given the product [CH3:32][S:33]([OH:36])(=[O:35])=[O:34].[C:1]1([C@@H:7]([C:12]2[C:20]3[C:15](=[CH:16][C:17]([O:21][CH2:22][CH2:23][CH2:24][NH:25][C:26]4[CH:31]=[CH:30][CH:29]=[CH:28][N:27]=4)=[CH:18][CH:19]=3)[NH:14][CH:13]=2)[CH2:8][C:9]([OH:11])=[O:10])[CH:6]=[CH:5][CH:4]=[CH:3][CH:2]=1, predict the reactants needed to synthesize it. (8) Given the product [CH3:62][O:61][C:56]1[CH:57]=[CH:58][CH:59]=[CH:60][C:55]=1[C:10]1[CH:11]=[CH:12][CH:13]=[CH:14][C:9]=1[CH3:6], predict the reactants needed to synthesize it. The reactants are: C([Mg]Br)C.[Cl-].[CH:6]([C:9]1[CH:14]=[CH:13][CH:12]=[C:11](C(C)C)[C:10]=1[NH+]1CCN(C2C(C(C)C)=CC=CC=2C(C)C)C1)(C)C.C1(P(C2C=CC=CC=2)C2C=CC=CC=2)C=CC=CC=1.Cl[C:55]1[CH:60]=[CH:59][CH:58]=[CH:57][C:56]=1[O:61][CH3:62].C1(C)C=CC=CC=1[Mg]Br.C(C(C(C([O-])=O)O)O)([O-])=O.[K+].[Na+].ClC1C=CC=C(C(OO)=O)C=1. (9) The reactants are: [NH2:1][CH2:2][CH2:3][CH2:4][NH:5][C:6](=[O:12])[O:7][C:8]([CH3:11])([CH3:10])[CH3:9].[Cl:13][C:14]1[C:19]([N+:20]([O-:22])=[O:21])=[C:18](Cl)[CH:17]=[C:16]([CH2:24][CH2:25][CH2:26][CH2:27][CH3:28])[N:15]=1.C(N(CC)CC)C. Given the product [Cl:13][C:14]1[C:19]([N+:20]([O-:22])=[O:21])=[C:18]([NH:1][CH2:2][CH2:3][CH2:4][NH:5][C:6](=[O:12])[O:7][C:8]([CH3:9])([CH3:11])[CH3:10])[CH:17]=[C:16]([CH2:24][CH2:25][CH2:26][CH2:27][CH3:28])[N:15]=1, predict the reactants needed to synthesize it. (10) Given the product [CH:16]1([C:14]2[N:13]([CH3:19])[C:12]3[CH:20]=[C:8]([N:5]4[CH:6]=[CH:7][C:2]([O:32][CH2:31][C:29]5[CH:28]=[CH:27][C:26]6[O:22][CH2:23][CH2:24][C:25]=6[CH:30]=5)=[CH:3][C:4]4=[O:21])[CH:9]=[CH:10][C:11]=3[N:15]=2)[CH2:18][CH2:17]1, predict the reactants needed to synthesize it. The reactants are: Cl[C:2]1[CH:7]=[CH:6][N:5]([C:8]2[CH:9]=[CH:10][C:11]3[N:15]=[C:14]([CH:16]4[CH2:18][CH2:17]4)[N:13]([CH3:19])[C:12]=3[CH:20]=2)[C:4](=[O:21])[CH:3]=1.[O:22]1[C:26]2[CH:27]=[CH:28][C:29]([CH2:31][OH:32])=[CH:30][C:25]=2[CH2:24][CH2:23]1.C(=O)([O-])[O-].[Cs+].[Cs+].CN(C=O)C.